Dataset: Catalyst prediction with 721,799 reactions and 888 catalyst types from USPTO. Task: Predict which catalyst facilitates the given reaction. (1) Reactant: [Br:1][CH2:2][C:3]([C:5]1[CH:10]=[CH:9][CH:8]=[C:7]([N+:11]([O-:13])=[O:12])[CH:6]=1)=O.[C:14]([NH2:22])(=[S:21])[C:15]1[CH:20]=[CH:19][CH:18]=[N:17][CH:16]=1. Product: [BrH:1].[N+:11]([C:7]1[CH:6]=[C:5]([C:3]2[N:22]=[C:14]([C:15]3[CH:16]=[N:17][CH:18]=[CH:19][CH:20]=3)[S:21][CH:2]=2)[CH:10]=[CH:9][CH:8]=1)([O-:13])=[O:12]. The catalyst class is: 8. (2) The catalyst class is: 24. Product: [Br:1][C:2]1[CH:3]=[C:4]([CH:9]=[CH:10][C:11]=1[O:12][CH2:13][CH2:14][Br:15])[C:5]([OH:7])=[O:6]. Reactant: [Br:1][C:2]1[CH:3]=[C:4]([CH:9]=[CH:10][C:11]=1[O:12][CH2:13][CH2:14][Br:15])[C:5]([O:7]C)=[O:6].[OH-].[Na+]. (3) Reactant: [C:1](OC)(=[O:9])[CH:2]([CH2:4][C:5]([O:7][CH3:8])=[O:6])[OH:3].C(O)C(O)CCO. Product: [OH:3][CH:2]1[CH2:8][O:7][C:5](=[O:6])[CH2:4]1.[OH:3][CH:2]([CH2:1][OH:9])[CH2:4][C:5]([O:7][CH3:8])=[O:6]. The catalyst class is: 5.